Dataset: NCI-60 drug combinations with 297,098 pairs across 59 cell lines. Task: Regression. Given two drug SMILES strings and cell line genomic features, predict the synergy score measuring deviation from expected non-interaction effect. (1) Drug 1: C1=NC2=C(N=C(N=C2N1C3C(C(C(O3)CO)O)F)Cl)N. Synergy scores: CSS=26.9, Synergy_ZIP=-5.87, Synergy_Bliss=-5.29, Synergy_Loewe=-6.94, Synergy_HSA=-0.0927. Cell line: K-562. Drug 2: CN(C(=O)NC(C=O)C(C(C(CO)O)O)O)N=O. (2) Drug 1: C1=NC(=NC(=O)N1C2C(C(C(O2)CO)O)O)N. Drug 2: CC1CCC2CC(C(=CC=CC=CC(CC(C(=O)C(C(C(=CC(C(=O)CC(OC(=O)C3CCCCN3C(=O)C(=O)C1(O2)O)C(C)CC4CCC(C(C4)OC)OCCO)C)C)O)OC)C)C)C)OC. Cell line: OVCAR-8. Synergy scores: CSS=29.1, Synergy_ZIP=-9.88, Synergy_Bliss=-2.94, Synergy_Loewe=-2.88, Synergy_HSA=-2.32. (3) Drug 1: C1=CC(=CC=C1CCCC(=O)O)N(CCCl)CCCl. Drug 2: CCC1(C2=C(COC1=O)C(=O)N3CC4=CC5=C(C=CC(=C5CN(C)C)O)N=C4C3=C2)O.Cl. Cell line: MDA-MB-231. Synergy scores: CSS=22.8, Synergy_ZIP=-12.7, Synergy_Bliss=-14.5, Synergy_Loewe=-10.0, Synergy_HSA=-9.01. (4) Drug 1: CS(=O)(=O)CCNCC1=CC=C(O1)C2=CC3=C(C=C2)N=CN=C3NC4=CC(=C(C=C4)OCC5=CC(=CC=C5)F)Cl. Drug 2: C1=CC=C(C(=C1)C(C2=CC=C(C=C2)Cl)C(Cl)Cl)Cl. Cell line: CCRF-CEM. Synergy scores: CSS=-10.7, Synergy_ZIP=7.50, Synergy_Bliss=-0.522, Synergy_Loewe=-14.4, Synergy_HSA=-13.9. (5) Drug 1: CN(C)N=NC1=C(NC=N1)C(=O)N. Drug 2: CC1=C2C(C(=O)C3(C(CC4C(C3C(C(C2(C)C)(CC1OC(=O)C(C(C5=CC=CC=C5)NC(=O)OC(C)(C)C)O)O)OC(=O)C6=CC=CC=C6)(CO4)OC(=O)C)O)C)O. Cell line: MOLT-4. Synergy scores: CSS=61.1, Synergy_ZIP=-7.15, Synergy_Bliss=-11.6, Synergy_Loewe=-11.3, Synergy_HSA=-9.19. (6) Drug 1: CN(C)N=NC1=C(NC=N1)C(=O)N. Drug 2: CNC(=O)C1=NC=CC(=C1)OC2=CC=C(C=C2)NC(=O)NC3=CC(=C(C=C3)Cl)C(F)(F)F. Cell line: TK-10. Synergy scores: CSS=28.0, Synergy_ZIP=-7.78, Synergy_Bliss=-1.84, Synergy_Loewe=-6.92, Synergy_HSA=-3.40. (7) Drug 1: C1CN1C2=NC(=NC(=N2)N3CC3)N4CC4. Drug 2: CC1=C(N=C(N=C1N)C(CC(=O)N)NCC(C(=O)N)N)C(=O)NC(C(C2=CN=CN2)OC3C(C(C(C(O3)CO)O)O)OC4C(C(C(C(O4)CO)O)OC(=O)N)O)C(=O)NC(C)C(C(C)C(=O)NC(C(C)O)C(=O)NCCC5=NC(=CS5)C6=NC(=CS6)C(=O)NCCC[S+](C)C)O. Cell line: ACHN. Synergy scores: CSS=75.9, Synergy_ZIP=-2.90, Synergy_Bliss=-2.53, Synergy_Loewe=0.677, Synergy_HSA=3.06. (8) Drug 1: C1C(C(OC1N2C=C(C(=O)NC2=O)F)CO)O. Drug 2: C1=NC2=C(N=C(N=C2N1C3C(C(C(O3)CO)O)F)Cl)N. Cell line: NCI-H522. Synergy scores: CSS=2.72, Synergy_ZIP=-1.14, Synergy_Bliss=1.42, Synergy_Loewe=-4.44, Synergy_HSA=-1.72.